This data is from Reaction yield outcomes from USPTO patents with 853,638 reactions. The task is: Predict the reaction yield, written as a fraction of the theoretical maximum amount of product (1.0 means a 100% yield; for example, 0.34 means a 34% yield). (1) The reactants are [NH2:1][C:2]1[C:18]([CH3:19])=[CH:17][C:16]([Cl:20])=[CH:15][C:3]=1[C:4]([N:6]=[S:7]([CH3:14])[CH2:8][CH2:9][Si:10]([CH3:13])([CH3:12])[CH3:11])=[O:5].C([O-])([O-])=O.[K+].[K+].[Cl:27][C:28]1[C:29]([N:34]2[C:38]([C:39](Cl)=[O:40])=[CH:37][C:36]([C:42]([F:45])([F:44])[F:43])=[N:35]2)=[N:30][CH:31]=[CH:32][CH:33]=1. The catalyst is ClCCl. The product is [Cl:20][C:16]1[CH:15]=[C:3]([C:4](=[O:5])[N:6]=[S:7]([CH3:14])[CH2:8][CH2:9][Si:10]([CH3:13])([CH3:12])[CH3:11])[C:2]([NH:1][C:39]([C:38]2[N:34]([C:29]3[C:28]([Cl:27])=[CH:33][CH:32]=[CH:31][N:30]=3)[N:35]=[C:36]([C:42]([F:45])([F:44])[F:43])[CH:37]=2)=[O:40])=[C:18]([CH3:19])[CH:17]=1. The yield is 0.750. (2) The reactants are [C:1]([C:5]1[CH:6]=[C:7]2[C:12](=[C:13]([F:15])[CH:14]=1)[C:11](=[O:16])[N:10]([C:17]1[CH:27]=[CH:26][CH:25]=[C:24](B3OC(C)(C)C(C)(C)O3)[C:18]=1[CH2:19][O:20][C:21](=[O:23])[CH3:22])[N:9]=[CH:8]2)([CH3:4])([CH3:3])[CH3:2].C(=O)([O-])[O-].[Na+].[Na+].Cl[C:44]1[CH:45]=[C:46]([Si:52]([CH3:55])([CH3:54])[CH3:53])[C:47](=[O:51])[N:48]([CH3:50])[N:49]=1.IC1C=C([Si](C)(C)C)C(=O)N(C)N=1. No catalyst specified. The product is [C:1]([C:5]1[CH:6]=[C:7]2[C:12](=[C:13]([F:15])[CH:14]=1)[C:11](=[O:16])[N:10]([C:17]1[CH:27]=[CH:26][CH:25]=[C:24]([C:44]3[CH:45]=[C:46]([Si:52]([CH3:54])([CH3:53])[CH3:55])[C:47](=[O:51])[N:48]([CH3:50])[N:49]=3)[C:18]=1[CH2:19][O:20][C:21](=[O:23])[CH3:22])[N:9]=[CH:8]2)([CH3:2])([CH3:3])[CH3:4]. The yield is 0.710. (3) The reactants are [C:1]([O:5][C:6]([N:8]1[C:16]2[C:11](=[CH:12][C:13]([CH:17]=[CH2:18])=[CH:14][CH:15]=2)[CH:10]=[CH:9]1)=[O:7])([CH3:4])([CH3:3])[CH3:2].B1C2CCCC1CCC2.C1C[O:31]CC1. The catalyst is O.C(Cl)Cl. The product is [C:1]([O:5][C:6]([N:8]1[C:16]2[C:11](=[CH:12][C:13]([CH2:17][CH2:18][OH:31])=[CH:14][CH:15]=2)[CH:10]=[CH:9]1)=[O:7])([CH3:4])([CH3:3])[CH3:2]. The yield is 0.760. (4) The reactants are [CH:1]1([N:6]([CH2:17][CH2:18][C:19]([O:21]C)=O)[C:7]2[C:12]([N+:13]([O-])=O)=[CH:11][N:10]=[C:9]([Cl:16])[N:8]=2)[CH2:5][CH2:4][CH2:3][CH2:2]1. The catalyst is C(O)(=O)C.[Fe]. The product is [Cl:16][C:9]1[N:10]=[CH:11][C:12]2[NH:13][C:19](=[O:21])[CH2:18][CH2:17][N:6]([CH:1]3[CH2:5][CH2:4][CH2:3][CH2:2]3)[C:7]=2[N:8]=1. The yield is 0.310. (5) The reactants are F[C:2]1[C:7]([C:8]2[N:16]=[C:15]([CH3:17])[N:14]=[C:13]3[C:9]=2[N:10]=[CH:11][N:12]3C2CCCCO2)=[CH:6][C:5]([CH2:24][O:25][CH2:26][C:27]2[CH:32]=[CH:31][C:30]([O:33][CH3:34])=[CH:29][CH:28]=2)=[CH:4][N:3]=1.[NH2:35][C:36]1[CH:44]=[CH:43][CH:42]=[C:41]2[C:37]=1[CH:38]=[CH:39][NH:40]2.Cl. The catalyst is CCO.CO.N. The product is [CH3:34][O:33][C:30]1[CH:29]=[CH:28][C:27]([CH2:26][O:25][CH2:24][C:5]2[CH:6]=[C:7]([C:8]3[N:16]=[C:15]([CH3:17])[N:14]=[C:13]4[C:9]=3[N:10]=[CH:11][NH:12]4)[C:2]([NH:35][C:36]3[C:37]4[CH:38]=[CH:39][NH:40][C:41]=4[CH:42]=[CH:43][CH:44]=3)=[N:3][CH:4]=2)=[CH:32][CH:31]=1. The yield is 0.0700. (6) The reactants are CN(C)[CH:3]=[O:4].P(Cl)(Cl)(Cl)=O.[CH2:11]([O:13][C:14]([C:16]1[C:20]([C:21]2[CH:26]=[CH:25][C:24]([F:27])=[CH:23][CH:22]=2)=[CH:19][NH:18][C:17]=1[CH2:28][CH2:29][NH:30][C:31]([O:33][C:34]([CH3:37])([CH3:36])[CH3:35])=[O:32])=[O:15])[CH3:12].[OH-].[Na+]. The catalyst is ClCCl.O. The product is [CH2:11]([O:13][C:14]([C:16]1[C:20]([C:21]2[CH:26]=[CH:25][C:24]([F:27])=[CH:23][CH:22]=2)=[C:19]([CH:3]=[O:4])[NH:18][C:17]=1[CH2:28][CH2:29][NH:30][C:31]([O:33][C:34]([CH3:36])([CH3:35])[CH3:37])=[O:32])=[O:15])[CH3:12]. The yield is 0.844. (7) The reactants are [Cl-].[Li+].[Cu](C#N)C#N.[CH:8]1([Mg]Cl)[CH2:12][CH2:11][CH2:10][CH2:9]1.C(OCC)C.[C:20]([O:24][CH3:25])(=[O:23])[C:21]#[CH:22].[I:26]I. The catalyst is O1CCCC1. The product is [CH3:25][O:24][C:20](=[O:23])/[C:21](/[I:26])=[CH:22]\[CH:8]1[CH2:12][CH2:11][CH2:10][CH2:9]1. The yield is 0.970. (8) The reactants are CS(O[CH2:6][CH2:7][CH2:8][N:9]1[CH2:13][CH2:12][N:11]([CH2:14][CH2:15][N:16]2[CH2:20][CH2:19][CH2:18][CH2:17]2)[C:10]1=[C:21]([C:24]#[N:25])[C:22]#[N:23])(=O)=O.[NH:26]1[CH2:30][CH2:29][CH2:28][CH2:27]1.C(=O)([O-])[O-].[K+].[K+].[I-].[K+]. The catalyst is O1CCOCC1.[Cl-].[Na+].O. The product is [N:16]1([CH2:15][CH2:14][N:11]2[CH2:12][CH2:13][N:9]([CH2:8][CH2:7][CH2:6][N:26]3[CH2:30][CH2:29][CH2:28][CH2:27]3)[C:10]2=[C:21]([C:24]#[N:25])[C:22]#[N:23])[CH2:20][CH2:19][CH2:18][CH2:17]1. The yield is 0.453.